From a dataset of Peptide-MHC class II binding affinity with 134,281 pairs from IEDB. Regression. Given a peptide amino acid sequence and an MHC pseudo amino acid sequence, predict their binding affinity value. This is MHC class II binding data. (1) The peptide sequence is KIIGGIGGFIKVRQYDQILI. The MHC is DRB1_0901 with pseudo-sequence DRB1_0901. The binding affinity (normalized) is 0.284. (2) The peptide sequence is CDDALIEGITLLNAK. The MHC is DRB1_0401 with pseudo-sequence DRB1_0401. The binding affinity (normalized) is 0.580. (3) The MHC is DRB1_0101 with pseudo-sequence DRB1_0101. The binding affinity (normalized) is 0.219. The peptide sequence is EVLKGPFTVRYTTEG. (4) The peptide sequence is KLLPVPPTVTIFKIS. The MHC is HLA-DQA10401-DQB10402 with pseudo-sequence HLA-DQA10401-DQB10402. The binding affinity (normalized) is 0.193.